This data is from Catalyst prediction with 721,799 reactions and 888 catalyst types from USPTO. The task is: Predict which catalyst facilitates the given reaction. (1) Reactant: [F:1][C:2]1[CH:3]=[C:4]([C:37]2[C:38]([C:43]#[N:44])=[CH:39][CH:40]=[CH:41][CH:42]=2)[CH:5]=[CH:6][C:7]=1[CH2:8][C:9]1[C:10](=[O:36])[N:11]([C@H:21]2[CH2:26][CH2:25][C@H:24]([O:27][CH2:28][C:29]3([CH:33]([OH:35])[CH3:34])[CH2:32][CH2:31][CH2:30]3)[CH2:23][CH2:22]2)[C:12]2[N:13]([N:18]=[CH:19][N:20]=2)[C:14]=1[CH2:15][CH2:16][CH3:17].CC(OI1(OC(C)=O)(OC(C)=O)OC(=O)C2C1=CC=CC=2)=O.C(=O)([O-])O.[Na+].S([O-])([O-])(=O)=S.[Na+].[Na+]. Product: [C:33]([C:29]1([CH2:28][O:27][C@H:24]2[CH2:23][CH2:22][C@H:21]([N:11]3[C:10](=[O:36])[C:9]([CH2:8][C:7]4[CH:6]=[CH:5][C:4]([C:37]5[C:38]([C:43]#[N:44])=[CH:39][CH:40]=[CH:41][CH:42]=5)=[CH:3][C:2]=4[F:1])=[C:14]([CH2:15][CH2:16][CH3:17])[N:13]4[N:18]=[CH:19][N:20]=[C:12]34)[CH2:26][CH2:25]2)[CH2:32][CH2:31][CH2:30]1)(=[O:35])[CH3:34]. The catalyst class is: 10. (2) Product: [CH2:1]([O:3][C:4]1[CH:14]=[CH:13][C:12]([CH3:15])=[CH:11][C:5]=1[C:6]([OH:8])=[O:7])[CH3:2]. Reactant: [CH2:1]([O:3][C:4]1[CH:14]=[CH:13][C:12]([CH3:15])=[CH:11][C:5]=1[C:6]([O:8]CC)=[O:7])[CH3:2].[OH-].[Na+]. The catalyst class is: 5. (3) Reactant: [N:1]1[CH:6]=[CH:5][CH:4]=[CH:3][C:2]=1[NH:7][C:8]1[CH:13]=[CH:12][CH:11]=[CH:10][C:9]=1[NH2:14].[CH3:15][C:16]1[CH:26]=[CH:25][CH:24]=[CH:23][C:17]=1/[CH:18]=[CH:19]/[C:20]([Cl:22])=O.N1C=CC=CC=1N1C2C=CC=CC=2N=C1/C=C/C1C=CC=CC=1.Cl. Product: [ClH:22].[CH3:15][C:16]1[CH:26]=[CH:25][CH:24]=[CH:23][C:17]=1/[CH:18]=[CH:19]/[C:20]1[N:7]([C:2]2[CH:3]=[CH:4][CH:5]=[CH:6][N:1]=2)[C:8]2[CH:13]=[CH:12][CH:11]=[CH:10][C:9]=2[N:14]=1. The catalyst class is: 5. (4) Reactant: C(Cl)(Cl)Cl.[CH:5]1([NH:8][C:9](=[O:35])[C:10]2[CH:15]=[CH:14][C:13]([C:16]3[N:20]4[CH:21]=[C:22]([C:27]([N:29]5[CH2:34][CH2:33][CH2:32][CH2:31][CH2:30]5)=[O:28])[N:23]=[C:24]([S:25][CH3:26])[C:19]4=[N:18][CH:17]=3)=[CH:12][CH:11]=2)[CH2:7][CH2:6]1.C1C=C(Cl)C=C(C(OO)=[O:44])C=1.[OH2:47].C(=O)(O)[O-].[Na+]. Product: [CH:5]1([NH:8][C:9](=[O:35])[C:10]2[CH:11]=[CH:12][C:13]([C:16]3[N:20]4[CH:21]=[C:22]([C:27]([N:29]5[CH2:30][CH2:31][CH2:32][CH2:33][CH2:34]5)=[O:28])[N:23]=[C:24]([S:25]([CH3:26])(=[O:44])=[O:47])[C:19]4=[N:18][CH:17]=3)=[CH:14][CH:15]=2)[CH2:6][CH2:7]1. The catalyst class is: 13. (5) Reactant: [CH3:1][N:2]([CH3:23])[C:3](=O)[CH2:4][C@H:5]([NH:11]C(=O)OCC1C=CC=CC=1)[C:6]1[S:7][CH:8]=[CH:9][CH:10]=1.B. Product: [CH3:23][N:2]([CH3:1])[CH2:3][CH2:4][C@@H:5]([C:6]1[S:7][CH:8]=[CH:9][CH:10]=1)[NH2:11]. The catalyst class is: 7. (6) Reactant: Br[CH2:2][CH2:3][C:4]1[CH:9]=[CH:8][CH:7]=[CH:6][C:5]=1[N+:10]([O-:12])=[O:11].[N-:13]=[N+]=[N-].[Na+].C1C=CC(P(C2C=CC=CC=2)C2C=CC=CC=2)=CC=1. Product: [N+:10]([C:5]1[CH:6]=[CH:7][CH:8]=[CH:9][C:4]=1[CH2:3][CH2:2][NH2:13])([O-:12])=[O:11]. The catalyst class is: 144. (7) Reactant: [Cl:1][C:2]1[C:11]2[C:6](=[CH:7][C:8]([O:17][CH2:18][CH2:19][O:20][CH3:21])=[C:9]([O:12][CH2:13][CH2:14][O:15][CH3:16])[CH:10]=2)[N:5]=[CH:4][N:3]=1.CS(C)=O.[C:26]([C:28]1[CH:29]=[C:30]([CH:32]=[CH:33][CH:34]=1)[NH2:31])#[CH:27]. Product: [CH3:16][O:15][CH2:14][CH2:13][O:12][C:9]1[CH:10]=[C:11]2[C:2]([NH:31][C:30]3[CH:32]=[CH:33][CH:34]=[C:28]([C:26]#[CH:27])[CH:29]=3)=[N:3][CH:4]=[N:5][C:6]2=[CH:7][C:8]=1[O:17][CH2:18][CH2:19][O:20][CH3:21].[ClH:1]. The catalyst class is: 5. (8) Reactant: [OH-].[Na+].S([O:8][CH3:9])(OC)(=O)=O.[OH:10][C:11]1[CH:20]=[CH:19][C:18]2[C:13](=[CH:14][C:15](O)=[CH:16][CH:17]=2)[CH:12]=1. Product: [OH:10][C:11]1[CH:20]=[CH:19][C:18]2[C:13](=[CH:14][C:15]([O:8][CH3:9])=[CH:16][CH:17]=2)[CH:12]=1. The catalyst class is: 46. (9) Reactant: [OH:1][CH:2]1[CH2:5][N:4]([C:6]2[S:7][CH:8]=[C:9]([C:11](=[O:19])[N:12]([CH2:16][CH2:17][OH:18])[CH:13]([CH3:15])[CH3:14])[N:10]=2)[CH2:3]1.[Si:20](Cl)([C:23]([CH3:26])([CH3:25])[CH3:24])([CH3:22])[CH3:21].N1C=CN=C1.CO. Product: [Si:20]([O:18][CH2:17][CH2:16][N:12]([CH:13]([CH3:14])[CH3:15])[C:11]([C:9]1[N:10]=[C:6]([N:4]2[CH2:5][CH:2]([OH:1])[CH2:3]2)[S:7][CH:8]=1)=[O:19])([C:23]([CH3:26])([CH3:25])[CH3:24])([CH3:22])[CH3:21]. The catalyst class is: 9.